Dataset: Reaction yield outcomes from USPTO patents with 853,638 reactions. Task: Predict the reaction yield, written as a fraction of the theoretical maximum amount of product (1.0 means a 100% yield; for example, 0.34 means a 34% yield). (1) The reactants are [CH3:1][O:2][C:3](=[O:16])[CH2:4][C:5]1[CH:6]=[C:7]2[C:12](=[CH:13][CH:14]=1)[N:11](O)[CH2:10][CH:9]=[CH:8]2.P(Cl)(Cl)([Cl:19])=O. No catalyst specified. The product is [CH3:1][O:2][C:3](=[O:16])[CH2:4][C:5]1[CH:6]=[C:7]2[C:12](=[CH:13][CH:14]=1)[N:11]=[C:10]([Cl:19])[CH:9]=[CH:8]2. The yield is 0.200. (2) The reactants are [N+:1]([C:4]1[CH:5]=[N:6][NH:7][CH:8]=1)([O-:3])=[O:2].Br[CH2:10][CH2:11][O:12][Si:13]([C:16]([CH3:19])([CH3:18])[CH3:17])([CH3:15])[CH3:14].C(=O)([O-])[O-].[Cs+].[Cs+].CN(C=O)C. The catalyst is C(Cl)Cl.O. The product is [Si:13]([O:12][CH2:11][CH2:10][N:6]1[CH:5]=[C:4]([N+:1]([O-:3])=[O:2])[CH:8]=[N:7]1)([C:16]([CH3:19])([CH3:18])[CH3:17])([CH3:15])[CH3:14]. The yield is 0.920. (3) The reactants are [CH3:1][O:2][C:3]([C:5]1[CH:13]=[C:12]2[C:8]([CH:9]=[CH:10][NH:11]2)=[CH:7][CH:6]=1)=[O:4].[CH:14]1([CH2:20]Br)[CH2:19][CH2:18][CH2:17][CH2:16][CH2:15]1.[H-].[Na+]. The catalyst is CN(C=O)C.O.C(OCC)(=O)C. The product is [CH3:1][O:2][C:3]([C:5]1[CH:13]=[C:12]2[C:8]([CH:9]=[CH:10][N:11]2[CH2:20][CH:14]2[CH2:19][CH2:18][CH2:17][CH2:16][CH2:15]2)=[CH:7][CH:6]=1)=[O:4]. The yield is 0.740. (4) The reactants are [CH3:1][C:2]1[N:7]=[C:6]([C:8]2[CH:13]=[CH:12][CH:11]=[C:10]([C:14]3[CH:15]=[C:16]([S:20]([NH2:23])(=[O:22])=[O:21])[CH:17]=[CH:18][CH:19]=3)[N:9]=2)[CH:5]=[C:4]([C:24]2[CH:29]=[CH:28][C:27]([C:30]([F:33])([F:32])[F:31])=[CH:26][CH:25]=2)[CH:3]=1.[C:34](OC(=O)C)(=[O:36])[CH3:35]. The catalyst is C(O)(=O)C.CCOC(C)=O. The product is [C:34]([NH:23][S:20]([C:16]1[CH:17]=[CH:18][CH:19]=[C:14]([C:10]2[N:9]=[C:8]([C:6]3[CH:5]=[C:4]([C:24]4[CH:29]=[CH:28][C:27]([C:30]([F:33])([F:31])[F:32])=[CH:26][CH:25]=4)[CH:3]=[C:2]([CH3:1])[N:7]=3)[CH:13]=[CH:12][CH:11]=2)[CH:15]=1)(=[O:21])=[O:22])(=[O:36])[CH3:35]. The yield is 0.880.